Regression. Given a peptide amino acid sequence and an MHC pseudo amino acid sequence, predict their binding affinity value. This is MHC class I binding data. From a dataset of Peptide-MHC class I binding affinity with 185,985 pairs from IEDB/IMGT. (1) The peptide sequence is FPGTGSEFV. The MHC is HLA-B58:01 with pseudo-sequence HLA-B58:01. The binding affinity (normalized) is 0.0847. (2) The peptide sequence is WPWNAREDV. The MHC is HLA-A11:01 with pseudo-sequence HLA-A11:01. The binding affinity (normalized) is 0.0521.